Dataset: Full USPTO retrosynthesis dataset with 1.9M reactions from patents (1976-2016). Task: Predict the reactants needed to synthesize the given product. (1) Given the product [C:1]([O:5][C:6]([NH:8][CH2:9][CH2:10][CH2:11][CH2:12][CH2:13][CH2:14][CH2:15][C:16]([NH:52][C:53]1[S:54][C:55]2[CH:61]=[C:60]([O:62][S:63]([C:66]3[CH:71]=[CH:70][C:69]([NH:72][CH2:73][CH2:74][N:75]([CH:79]([CH3:81])[CH3:80])[CH:76]([CH3:77])[CH3:78])=[CH:68][CH:67]=3)(=[O:65])=[O:64])[CH:59]=[CH:58][C:56]=2[N:57]=1)=[O:18])=[O:7])([CH3:2])([CH3:3])[CH3:4], predict the reactants needed to synthesize it. The reactants are: [C:1]([O:5][C:6]([NH:8][CH2:9][CH2:10][CH2:11][CH2:12][CH2:13][CH2:14][CH2:15][C:16]([OH:18])=O)=[O:7])([CH3:4])([CH3:3])[CH3:2].CN(C(ON1N=NC2C=CC=CC1=2)=[N+](C)C)C.F[P-](F)(F)(F)(F)F.CCN(C(C)C)C(C)C.[NH2:52][C:53]1[S:54][C:55]2[CH:61]=[C:60]([O:62][S:63]([C:66]3[CH:71]=[CH:70][C:69]([NH:72][CH2:73][CH2:74][N:75]([CH:79]([CH3:81])[CH3:80])[CH:76]([CH3:78])[CH3:77])=[CH:68][CH:67]=3)(=[O:65])=[O:64])[CH:59]=[CH:58][C:56]=2[N:57]=1. (2) The reactants are: O[CH2:2][C:3]1[CH:7]=[C:6]([C:8]2[C:9]([NH:14][C:15](=[O:21])[O:16][C:17]([CH3:20])([CH3:19])[CH3:18])=[N:10][CH:11]=[CH:12][CH:13]=2)[O:5][N:4]=1.S(Cl)([Cl:24])=O.N1C2C=CC=CC=2N=N1.[OH-].[Na+].C(OC)(C)(C)C. Given the product [Cl:24][CH2:2][C:3]1[CH:7]=[C:6]([C:8]2[C:9]([NH:14][C:15](=[O:21])[O:16][C:17]([CH3:20])([CH3:19])[CH3:18])=[N:10][CH:11]=[CH:12][CH:13]=2)[O:5][N:4]=1, predict the reactants needed to synthesize it. (3) Given the product [Cl:26][CH:27]([CH3:31])[C:28]([NH:1][C:2]1[N:6]([C:7]2[C:12]([Cl:13])=[CH:11][C:10]([C:14]([F:15])([F:16])[F:17])=[CH:9][C:8]=2[Cl:18])[N:5]=[C:4]([C:19]#[N:20])[C:3]=1[S:21][C:22]([F:25])([F:24])[F:23])=[O:29], predict the reactants needed to synthesize it. The reactants are: [NH2:1][C:2]1[N:6]([C:7]2[C:12]([Cl:13])=[CH:11][C:10]([C:14]([F:17])([F:16])[F:15])=[CH:9][C:8]=2[Cl:18])[N:5]=[C:4]([C:19]#[N:20])[C:3]=1[S:21][C:22]([F:25])([F:24])[F:23].[Cl:26][CH:27]([CH3:31])[C:28](Cl)=[O:29]. (4) The reactants are: [CH3:1][N:2]1[C:8](=[O:9])[CH2:7][C:6]2[CH:10]=[CH:11][CH2:12][CH2:13][C:5]=2[CH:4]=[CH:3]1.[N:14](OCCC(C)C)=[O:15].[Li+].C[Si]([N-][Si](C)(C)C)(C)C.Cl. Given the product [OH:15][N:14]=[C:7]1[C:6]2[CH:10]=[CH:11][CH2:12][CH2:13][C:5]=2[CH:4]=[CH:3][N:2]([CH3:1])[C:8]1=[O:9], predict the reactants needed to synthesize it. (5) Given the product [NH2:24][CH:25]([CH2:2][C:3]1[CH:8]=[CH:7][C:6]([CH3:9])=[C:5]([CH3:10])[CH:4]=1)[C:26]([O:28][CH2:29][CH3:30])=[O:27], predict the reactants needed to synthesize it. The reactants are: Br[CH2:2][C:3]1[CH:8]=[CH:7][C:6]([CH3:9])=[C:5]([CH3:10])[CH:4]=1.C1(C(=[N:24][CH2:25][C:26]([O:28][CH2:29][CH3:30])=[O:27])C2C=CC=CC=2)C=CC=CC=1.